This data is from Forward reaction prediction with 1.9M reactions from USPTO patents (1976-2016). The task is: Predict the product of the given reaction. (1) Given the reactants [Na].[Cl-].[NH4+].[CH3:4][CH:5]([O:9][C:10]([CH3:12])=[O:11])[CH2:6][O:7][CH3:8].C(OCC)(=O)C, predict the reaction product. The product is: [CH3:4][CH:5]([O:9][C:10]([CH3:12])=[O:11])[CH2:6][O:7][CH3:8]. (2) Given the reactants [C:1]12([O:10][C:9]3[CH:11]=[CH:12][CH:13]=[C:14]([C:15]([C@@H:17]4[CH2:22][CH2:21][CH2:20][N:19]([C:23]([O:25][C:26]([CH3:29])([CH3:28])[CH3:27])=[O:24])[CH2:18]4)=[O:16])[C:8]=3[O:7]1)[CH2:6][CH2:5][CH2:4][CH2:3][CH2:2]2, predict the reaction product. The product is: [OH:16][C@@:15]([C@@H:17]1[CH2:22][CH2:21][CH2:20][N:19]([C:23]([O:25][C:26]([CH3:29])([CH3:28])[CH3:27])=[O:24])[CH2:18]1)([C:14]1[C:8]2[O:7][C:1]3([CH2:2][CH2:3][CH2:4][CH2:5][CH2:6]3)[O:10][C:9]=2[CH:11]=[CH:12][CH:13]=1)[CH2:4][CH2:3][CH2:2][CH2:1][O:7][CH3:8]. (3) The product is: [N+:1]([C:4]1[CH:5]=[C:6]([C:10]2[C:11]([CH:16]=[O:17])=[N:12][CH:13]=[CH:14][CH:15]=2)[CH:7]=[CH:8][CH:9]=1)([O-:3])=[O:2]. Given the reactants [N+:1]([C:4]1[CH:5]=[C:6]([C:10]2[C:11]([CH2:16][OH:17])=[N:12][CH:13]=[CH:14][CH:15]=2)[CH:7]=[CH:8][CH:9]=1)([O-:3])=[O:2], predict the reaction product. (4) Given the reactants Br[C:2]1[CH:3]=[C:4]2[C:9](=[CH:10][CH:11]=1)[CH2:8][CH:7]([N:12]1[CH2:16][CH2:15][CH2:14][CH2:13]1)[CH2:6][CH2:5]2.B(O)O.[C:20](=[O:23])([O-])[O-].[Na+].[Na+], predict the reaction product. The product is: [CH3:7][N:12]([CH3:13])[C:20](=[O:23])[C:2]1[CH:3]=[CH:4][CH:9]=[C:10]([C:2]2[CH:11]=[CH:10][C:9]3[CH2:8][CH:7]([N:12]4[CH2:16][CH2:15][CH2:14][CH2:13]4)[CH2:6][CH2:5][C:4]=3[CH:3]=2)[CH:11]=1.